From a dataset of Forward reaction prediction with 1.9M reactions from USPTO patents (1976-2016). Predict the product of the given reaction. (1) Given the reactants [C:1]([C:5]1[NH:6][C:7]([C:25]2[CH:30]=[CH:29][C:28]([F:31])=[CH:27][C:26]=2[F:32])=[C:8]([C:10]2[N:15]=[C:14]3[N:16]([CH2:20][C:21]([CH3:24])([CH3:23])[CH3:22])[C:17]([NH2:19])=[N:18][C:13]3=[CH:12][CH:11]=2)[N:9]=1)([CH3:4])([CH3:3])[CH3:2].CS(O)(=O)=O.[CH3:38][OH:39], predict the reaction product. The product is: [NH3:6].[CH3:38][OH:39].[C:1]([C:5]1[NH:6][C:7]([C:25]2[CH:30]=[CH:29][C:28]([F:31])=[CH:27][C:26]=2[F:32])=[C:8]([C:10]2[N:15]=[C:14]3[N:16]([CH2:20][C:21]([CH3:24])([CH3:23])[CH3:22])[C:17]([NH2:19])=[N:18][C:13]3=[CH:12][CH:11]=2)[N:9]=1)([CH3:2])([CH3:3])[CH3:4]. (2) Given the reactants C([O:8][C@@H:9]1[C@@H:17]([C@@:18]([OH:24])([CH3:23])[C:19]([F:22])([F:21])[F:20])[O:16][C@H:15]2[C@H:11]([N:12]=[C:13]([N:25](C)[C:26](=O)OC(C)(C)C)[S:14]2)[C@H:10]1[F:34])C1C=CC=CC=1.B(Cl)(Cl)Cl, predict the reaction product. The product is: [F:34][C@@H:10]1[C@H:11]2[N:12]=[C:13]([NH:25][CH3:26])[S:14][C@H:15]2[O:16][C@H:17]([C@@:18]([OH:24])([CH3:23])[C:19]([F:22])([F:21])[F:20])[C@H:9]1[OH:8]. (3) The product is: [CH:1]1([S:4]([C:7]2[CH:12]=[CH:11][C:10]([CH:13]([O:17][C:18]3[CH:23]=[CH:22][C:21]([F:24])=[CH:20][C:19]=3[F:25])[C:14]([NH:33][C:31]3[S:32][C:28]([O:27][CH3:26])=[CH:29][N:30]=3)=[O:15])=[CH:9][CH:8]=2)(=[O:6])=[O:5])[CH2:2][CH2:3]1. Given the reactants [CH:1]1([S:4]([C:7]2[CH:12]=[CH:11][C:10]([CH:13]([O:17][C:18]3[CH:23]=[CH:22][C:21]([F:24])=[CH:20][C:19]=3[F:25])[C:14](O)=[O:15])=[CH:9][CH:8]=2)(=[O:6])=[O:5])[CH2:3][CH2:2]1.[CH3:26][O:27][C:28]1[S:32][C:31]([NH2:33])=[N:30][CH:29]=1.C1C=CC2N(O)N=NC=2C=1.CCN=C=NCCCN(C)C.CN1CCOCC1, predict the reaction product. (4) The product is: [NH:1]1[C:9]2[C:4](=[CH:5][C:6]([O:10][CH:12]3[CH2:17][CH2:16][N:15]([C:18]([O:20][C:21]([CH3:24])([CH3:23])[CH3:22])=[O:19])[CH2:14][CH2:13]3)=[CH:7][CH:8]=2)[CH:3]=[N:2]1. Given the reactants [NH:1]1[C:9]2[C:4](=[CH:5][C:6]([OH:10])=[CH:7][CH:8]=2)[CH:3]=[N:2]1.O[CH:12]1[CH2:17][CH2:16][N:15]([C:18]([O:20][C:21]([CH3:24])([CH3:23])[CH3:22])=[O:19])[CH2:14][CH2:13]1.C1(P(C2C=CC=CC=2)C2C=CC=CC=2)C=CC=CC=1.N(C(OCC)=O)=NC(OCC)=O, predict the reaction product. (5) Given the reactants [CH3:1][N:2]1[C:6]2[CH:7]=[CH:8][C:9]([C:11]([NH:13][CH2:14][CH2:15][C:16](O)=[O:17])=[O:12])=[CH:10][C:5]=2[N:4]=[C:3]1[NH:19][C:20]1[S:21][C:22]2[CH:28]=[C:27]([O:29][C:30]([F:33])([F:32])[F:31])[CH:26]=[CH:25][C:23]=2[N:24]=1.[CH3:34][NH:35][CH3:36].CN(C(ON1N=NC2C=CC=CC1=2)=[N+](C)C)C.F[P-](F)(F)(F)(F)F.CCN(C(C)C)C(C)C, predict the reaction product. The product is: [CH3:34][N:35]([CH3:36])[C:16]([CH2:15][CH2:14][NH:13][C:11]([C:9]1[CH:8]=[CH:7][C:6]2[N:2]([CH3:1])[C:3]([NH:19][C:20]3[S:21][C:22]4[CH:28]=[C:27]([O:29][C:30]([F:32])([F:33])[F:31])[CH:26]=[CH:25][C:23]=4[N:24]=3)=[N:4][C:5]=2[CH:10]=1)=[O:12])=[O:17]. (6) Given the reactants [OH:1][C:2]1[CH:10]=[C:9]([NH:11][S:12]([C:15]2[C:19]([Cl:20])=[C:18]([Cl:21])[S:17][C:16]=2[Cl:22])(=[O:14])=[O:13])[CH:8]=[CH:7][C:3]=1[C:4]([OH:6])=[O:5].[CH3:23][O:24][CH:25](O)[CH3:26], predict the reaction product. The product is: [OH:1][C:2]1[CH:10]=[C:9]([NH:11][S:12]([C:15]2[C:19]([Cl:20])=[C:18]([Cl:21])[S:17][C:16]=2[Cl:22])(=[O:14])=[O:13])[CH:8]=[CH:7][C:3]=1[C:4]([O:6][CH2:26][CH2:25][O:24][CH3:23])=[O:5].